Dataset: NCI-60 drug combinations with 297,098 pairs across 59 cell lines. Task: Regression. Given two drug SMILES strings and cell line genomic features, predict the synergy score measuring deviation from expected non-interaction effect. (1) Drug 1: CC1=CC2C(CCC3(C2CCC3(C(=O)C)OC(=O)C)C)C4(C1=CC(=O)CC4)C. Drug 2: C1=C(C(=O)NC(=O)N1)N(CCCl)CCCl. Cell line: RPMI-8226. Synergy scores: CSS=28.1, Synergy_ZIP=-0.807, Synergy_Bliss=-1.37, Synergy_Loewe=-10.7, Synergy_HSA=-1.90. (2) Drug 1: C1CC(C1)(C(=O)O)C(=O)O.[NH2-].[NH2-].[Pt+2]. Drug 2: CC1=C(C(=CC=C1)Cl)NC(=O)C2=CN=C(S2)NC3=CC(=NC(=N3)C)N4CCN(CC4)CCO. Cell line: MOLT-4. Synergy scores: CSS=54.3, Synergy_ZIP=-0.140, Synergy_Bliss=-0.323, Synergy_Loewe=-4.98, Synergy_HSA=-3.43. (3) Drug 1: C1=CN(C(=O)N=C1N)C2C(C(C(O2)CO)O)O.Cl. Drug 2: CC1C(C(CC(O1)OC2CC(CC3=C2C(=C4C(=C3O)C(=O)C5=C(C4=O)C(=CC=C5)OC)O)(C(=O)CO)O)N)O.Cl. Cell line: LOX IMVI. Synergy scores: CSS=51.9, Synergy_ZIP=-7.77, Synergy_Bliss=-10.7, Synergy_Loewe=-13.8, Synergy_HSA=-4.86. (4) Drug 1: CC(CN1CC(=O)NC(=O)C1)N2CC(=O)NC(=O)C2. Drug 2: CC1OCC2C(O1)C(C(C(O2)OC3C4COC(=O)C4C(C5=CC6=C(C=C35)OCO6)C7=CC(=C(C(=C7)OC)O)OC)O)O. Cell line: UO-31. Synergy scores: CSS=20.9, Synergy_ZIP=-5.72, Synergy_Bliss=-1.67, Synergy_Loewe=2.01, Synergy_HSA=3.25. (5) Drug 1: CC1=C2C(C(=O)C3(C(CC4C(C3C(C(C2(C)C)(CC1OC(=O)C(C(C5=CC=CC=C5)NC(=O)C6=CC=CC=C6)O)O)OC(=O)C7=CC=CC=C7)(CO4)OC(=O)C)O)C)OC(=O)C. Drug 2: CS(=O)(=O)OCCCCOS(=O)(=O)C. Cell line: SR. Synergy scores: CSS=57.6, Synergy_ZIP=-7.71, Synergy_Bliss=-9.79, Synergy_Loewe=-14.3, Synergy_HSA=-8.06. (6) Drug 1: C1=CC(=C2C(=C1NCCNCCO)C(=O)C3=C(C=CC(=C3C2=O)O)O)NCCNCCO. Drug 2: CN1C(=O)N2C=NC(=C2N=N1)C(=O)N. Cell line: SW-620. Synergy scores: CSS=30.5, Synergy_ZIP=-5.74, Synergy_Bliss=-8.28, Synergy_Loewe=-25.4, Synergy_HSA=-6.90.